This data is from Catalyst prediction with 721,799 reactions and 888 catalyst types from USPTO. The task is: Predict which catalyst facilitates the given reaction. Reactant: [C:1]([NH:8][C@H:9]([C:25]([OH:27])=O)[CH2:10][C:11]1[CH:16]=[CH:15][C:14]([O:17][C:18]([O:20][C:21]([CH3:24])([CH3:23])[CH3:22])=[O:19])=[CH:13][CH:12]=1)([O:3][C:4]([CH3:7])([CH3:6])[CH3:5])=[O:2].CC[N:30](C(C)C)C(C)C.C(OC(Cl)=O)C(C)C.N.C(O)(C)C. Product: [C:21]([O:20][C:18](=[O:19])[O:17][C:14]1[CH:15]=[CH:16][C:11]([CH2:10][C@H:9]([NH:8][C:1]([O:3][C:4]([CH3:7])([CH3:6])[CH3:5])=[O:2])[C:25](=[O:27])[NH2:30])=[CH:12][CH:13]=1)([CH3:24])([CH3:23])[CH3:22]. The catalyst class is: 1.